From a dataset of Forward reaction prediction with 1.9M reactions from USPTO patents (1976-2016). Predict the product of the given reaction. (1) Given the reactants [F:1][C:2]1[CH:7]=[CH:6][C:5]([N:8]2[CH:12]=[CH:11][C:10]([Sn](CCCC)(CCCC)CCCC)=[N:9]2)=[CH:4][CH:3]=1.Br[C:27]1[N:32]=[CH:31][C:30]([C:33]([OH:36])([CH3:35])[CH3:34])=[CH:29][CH:28]=1, predict the reaction product. The product is: [F:1][C:2]1[CH:3]=[CH:4][C:5]([N:8]2[CH:12]=[CH:11][C:10]([C:27]3[N:32]=[CH:31][C:30]([C:33]([OH:36])([CH3:35])[CH3:34])=[CH:29][CH:28]=3)=[N:9]2)=[CH:6][CH:7]=1. (2) Given the reactants [CH2:1]([CH:3]1[CH2:8][CH2:7][CH2:6][CH2:5][N:4]1[C:9]1[C:10]([C:23]2[CH:28]=[CH:27][C:26]([F:29])=[CH:25][CH:24]=2)=[N:11][C:12]2[C:17]([N:18]=1)=[CH:16][C:15]([C:19]([O:21]C)=[O:20])=[CH:14][CH:13]=2)[CH3:2].[OH-].[Na+], predict the reaction product. The product is: [CH2:1]([CH:3]1[CH2:8][CH2:7][CH2:6][CH2:5][N:4]1[C:9]1[C:10]([C:23]2[CH:24]=[CH:25][C:26]([F:29])=[CH:27][CH:28]=2)=[N:11][C:12]2[C:17]([N:18]=1)=[CH:16][C:15]([C:19]([OH:21])=[O:20])=[CH:14][CH:13]=2)[CH3:2].